From a dataset of Full USPTO retrosynthesis dataset with 1.9M reactions from patents (1976-2016). Predict the reactants needed to synthesize the given product. (1) Given the product [CH2:1]([O:5][C:6]1[CH:11]=[C:10]([N:12]([CH2:15][CH3:16])[CH2:13][CH:14]=[CH2:21])[N:9]=[CH:8][N:7]=1)[C:2]#[C:3][CH3:4], predict the reactants needed to synthesize it. The reactants are: [CH2:1]([O:5][C:6]1[CH:11]=[C:10]([NH:12][CH2:13][CH3:14])[N:9]=[CH:8][N:7]=1)[C:2]#[C:3][CH3:4].[CH2:15](Cl)[CH:16]=C.[H-].[Na+].[CH3:21]N(C)C=O. (2) Given the product [C:13]([O:17][C:18](=[O:25])[N:19]([CH2:20][CH2:21][N:27]1[CH2:28][C:29]2[C:34](=[CH:33][CH:32]=[CH:31][CH:30]=2)[CH2:26]1)[CH2:23][CH3:24])([CH3:16])([CH3:15])[CH3:14], predict the reactants needed to synthesize it. The reactants are: N(C(OCC)=O)=NC(OCC)=O.[C:13]([O:17][C:18](=[O:25])[N:19]([CH2:23][CH3:24])[CH2:20][CH2:21]O)([CH3:16])([CH3:15])[CH3:14].[C:26]1(=O)[C:34]2[C:29](=[CH:30][CH:31]=[CH:32][CH:33]=2)[C:28](=O)[NH:27]1.C1(P(C2C=CC=CC=2)C2C=CC=CC=2)C=CC=CC=1. (3) Given the product [F:1][C:2]1[CH:3]=[CH:4][C:5]([O:24][CH3:25])=[C:6]([C:8]2[CH:13]=[CH:12][N:11]=[C:10]3[NH:14][C:15]([C:17]4[CH2:22][CH2:21][CH:20]([N:26]5[CH2:31][CH2:30][CH:29]([CH2:32][C:33]([O:35][CH3:36])=[O:34])[CH2:28][CH2:27]5)[CH2:19][CH:18]=4)=[CH:16][C:9]=23)[CH:7]=1, predict the reactants needed to synthesize it. The reactants are: [F:1][C:2]1[CH:3]=[CH:4][C:5]([O:24][CH3:25])=[C:6]([C:8]2[CH:13]=[CH:12][N:11]=[C:10]3[NH:14][C:15]([C:17]4[CH2:22][CH2:21][C:20](=O)[CH2:19][CH:18]=4)=[CH:16][C:9]=23)[CH:7]=1.[NH:26]1[CH2:31][CH2:30][CH:29]([CH2:32][C:33]([O:35][CH3:36])=[O:34])[CH2:28][CH2:27]1.C(O)(=O)C.C([BH3-])#N. (4) Given the product [BrH:1].[NH2:3][C:4]1[C:5]([OH:20])=[C:6]([C:11]2[CH:16]=[CH:15][CH:14]=[C:13]([C:17]([OH:19])=[O:18])[CH:12]=2)[CH:7]=[C:8]([F:10])[CH:9]=1, predict the reactants needed to synthesize it. The reactants are: [BrH:1].Cl.[NH2:3][C:4]1[C:5]([OH:20])=[C:6]([C:11]2[CH:16]=[CH:15][CH:14]=[C:13]([C:17]([OH:19])=[O:18])[CH:12]=2)[CH:7]=[C:8]([F:10])[CH:9]=1.